This data is from NCI-60 drug combinations with 297,098 pairs across 59 cell lines. The task is: Regression. Given two drug SMILES strings and cell line genomic features, predict the synergy score measuring deviation from expected non-interaction effect. Synergy scores: CSS=55.0, Synergy_ZIP=0.836, Synergy_Bliss=1.15, Synergy_Loewe=0.0932, Synergy_HSA=-0.306. Drug 2: CCC1(CC2CC(C3=C(CCN(C2)C1)C4=CC=CC=C4N3)(C5=C(C=C6C(=C5)C78CCN9C7C(C=CC9)(C(C(C8N6C)(C(=O)OC)O)OC(=O)C)CC)OC)C(=O)OC)O.OS(=O)(=O)O. Cell line: SNB-75. Drug 1: CC1C(C(CC(O1)OC2CC(OC(C2O)C)OC3=CC4=CC5=C(C(=O)C(C(C5)C(C(=O)C(C(C)O)O)OC)OC6CC(C(C(O6)C)O)OC7CC(C(C(O7)C)O)OC8CC(C(C(O8)C)O)(C)O)C(=C4C(=C3C)O)O)O)O.